From a dataset of Forward reaction prediction with 1.9M reactions from USPTO patents (1976-2016). Predict the product of the given reaction. (1) The product is: [CH3:22][N:20]([CH3:21])[CH2:19][CH2:18][O:17][C:12]1[C:11]([O:10][CH2:3][CH2:4][OH:25])=[CH:16][CH:15]=[CH:14][N:13]=1. Given the reactants N#N.[CH2:3]([O:10][C:11]1[C:12]([O:17][CH2:18][CH2:19][N:20]([CH3:22])[CH3:21])=[N:13][CH:14]=[CH:15][CH:16]=1)[C:4]1C=CC=CC=1.[NH4+].C(=O)([O-])[O-:25].[K+].[K+].C1(=O)OCCO1, predict the reaction product. (2) Given the reactants [F:1][C:2]([F:16])([F:15])[C:3]1([C:6]2[CH:14]=[CH:13][C:9]([C:10]([OH:12])=[O:11])=[CH:8][CH:7]=2)[N:5]=[N:4]1.[C:17](=[O:20])([O-])[O-:18].[K+].[K+].I[C:24](I)([CH3:26])[CH3:25], predict the reaction product. The product is: [F:16][C:2]([F:1])([F:15])[C:3]1([C:6]2[CH:14]=[CH:13][C:9]([C:10]([O:12][CH2:25][CH2:24][CH2:26][O:18][C:17](=[O:20])[C:9]3[CH:8]=[CH:7][C:6]([C:3]4([C:2]([F:1])([F:16])[F:15])[N:4]=[N:5]4)=[CH:14][CH:13]=3)=[O:11])=[CH:8][CH:7]=2)[N:4]=[N:5]1. (3) Given the reactants [C:1]([NH:4][C:5]1[CH:6]=[C:7]2[C:12](=[CH:13][CH:14]=1)[C:11](=[O:15])[CH2:10][CH2:9][CH2:8]2)(=[O:3])[CH3:2].[H-].[Na+].[CH3:18]I, predict the reaction product. The product is: [CH3:18][N:4]([C:5]1[CH:14]=[CH:13][C:12]2[C:11](=[O:15])[CH2:10][CH2:9][CH2:8][C:7]=2[CH:6]=1)[C:1](=[O:3])[CH3:2].